From a dataset of NCI-60 drug combinations with 297,098 pairs across 59 cell lines. Regression. Given two drug SMILES strings and cell line genomic features, predict the synergy score measuring deviation from expected non-interaction effect. (1) Drug 1: CS(=O)(=O)C1=CC(=C(C=C1)C(=O)NC2=CC(=C(C=C2)Cl)C3=CC=CC=N3)Cl. Drug 2: CC12CCC3C(C1CCC2OP(=O)(O)O)CCC4=C3C=CC(=C4)OC(=O)N(CCCl)CCCl.[Na+]. Cell line: MDA-MB-435. Synergy scores: CSS=-4.89, Synergy_ZIP=1.30, Synergy_Bliss=-4.20, Synergy_Loewe=-12.5, Synergy_HSA=-11.7. (2) Drug 1: C1=C(C(=O)NC(=O)N1)N(CCCl)CCCl. Drug 2: CN1C2=C(C=C(C=C2)N(CCCl)CCCl)N=C1CCCC(=O)O.Cl. Cell line: HS 578T. Synergy scores: CSS=22.6, Synergy_ZIP=-0.752, Synergy_Bliss=5.83, Synergy_Loewe=3.87, Synergy_HSA=6.95. (3) Drug 1: CC1=C(C(=CC=C1)Cl)NC(=O)C2=CN=C(S2)NC3=CC(=NC(=N3)C)N4CCN(CC4)CCO. Drug 2: CC(C)NC(=O)C1=CC=C(C=C1)CNNC.Cl. Cell line: BT-549. Synergy scores: CSS=4.72, Synergy_ZIP=-6.84, Synergy_Bliss=-10.3, Synergy_Loewe=-5.35, Synergy_HSA=-5.17. (4) Drug 1: C1=CC(=CC=C1CCCC(=O)O)N(CCCl)CCCl. Drug 2: C1CC(C1)(C(=O)O)C(=O)O.[NH2-].[NH2-].[Pt+2]. Cell line: OVCAR-8. Synergy scores: CSS=9.63, Synergy_ZIP=-13.0, Synergy_Bliss=-12.9, Synergy_Loewe=-15.2, Synergy_HSA=-9.09.